This data is from Forward reaction prediction with 1.9M reactions from USPTO patents (1976-2016). The task is: Predict the product of the given reaction. (1) Given the reactants [F-].[Cs+].[C:3]([C:5]1[CH:6]=[C:7](OB(O)O)[CH:8]=[CH:9][C:10]=1[F:11])#[N:4].Cl[C:17]1[CH:18]=[C:19]([CH:24]=[CH:25][N:26]=1)[C:20]([O:22][CH3:23])=[O:21], predict the reaction product. The product is: [C:3]([C:5]1[CH:6]=[C:7]([C:17]2[CH:18]=[C:19]([CH:24]=[CH:25][N:26]=2)[C:20]([O:22][CH3:23])=[O:21])[CH:8]=[CH:9][C:10]=1[F:11])#[N:4]. (2) Given the reactants Cl[C:2]1[N:3]=[N:4][C:5]([Cl:14])=[CH:6][C:7]=1[N:8]1[CH2:13][CH2:12][O:11][CH2:10][CH2:9]1.[CH3:15][CH:16]([OH:18])[CH3:17].[H-].[Na+], predict the reaction product. The product is: [Cl:14][C:5]1[N:4]=[N:3][C:2]([O:18][CH:16]([CH3:17])[CH3:15])=[C:7]([N:8]2[CH2:13][CH2:12][O:11][CH2:10][CH2:9]2)[CH:6]=1.